From a dataset of Full USPTO retrosynthesis dataset with 1.9M reactions from patents (1976-2016). Predict the reactants needed to synthesize the given product. (1) Given the product [CH2:18]1[C:5]2([CH2:10][CH2:9][N:8]([C:11]([O:13][C:14]([CH3:17])([CH3:16])[CH3:15])=[O:12])[CH2:7][CH2:6]2)[CH2:4]1, predict the reactants needed to synthesize it. The reactants are: ICI.[CH2:4]=[C:5]1[CH2:10][CH2:9][N:8]([C:11]([O:13][C:14]([CH3:17])([CH3:16])[CH3:15])=[O:12])[CH2:7][CH2:6]1.[CH3:18]C(OC(OC(OC(C)(C)C)=O)=O)(C)C.CCN(C(C)C)C(C)C. (2) The reactants are: [OH:1][C:2]1[CH:9]=[CH:8][C:5]([CH:6]=O)=[CH:4][CH:3]=1.[OH-].[Na+].[OH:12][C:13]1C=CC(CO)=C[CH:14]=1. Given the product [OH:1][C:2]1[CH:9]=[CH:8][C:5]([CH:6]=[CH:14][CH2:13][OH:12])=[CH:4][CH:3]=1, predict the reactants needed to synthesize it. (3) Given the product [CH3:1][O:2][C:3](=[O:15])[C:4]1[CH:9]=[C:8]([C:10]([F:13])([F:12])[F:11])[CH:7]=[C:6]([NH:14][CH2:23][CH3:24])[CH:5]=1, predict the reactants needed to synthesize it. The reactants are: [CH3:1][O:2][C:3](=[O:15])[C:4]1[CH:9]=[C:8]([C:10]([F:13])([F:12])[F:11])[CH:7]=[C:6]([NH2:14])[CH:5]=1.C(=O)([O-])[O-].[K+].[K+].I[CH2:23][CH3:24].